This data is from Full USPTO retrosynthesis dataset with 1.9M reactions from patents (1976-2016). The task is: Predict the reactants needed to synthesize the given product. Given the product [C:19]([N:17]1[CH:18]=[C:14]([C:11]([C:4]2[C:5]3[C:10](=[CH:9][CH:8]=[CH:7][CH:6]=3)[N:1]=[CH:2][CH:3]=2)=[CH2:12])[N:15]=[CH:16]1)([C:32]1[CH:37]=[CH:36][CH:35]=[CH:34][CH:33]=1)([C:26]1[CH:31]=[CH:30][CH:29]=[CH:28][CH:27]=1)[C:20]1[CH:21]=[CH:22][CH:23]=[CH:24][CH:25]=1, predict the reactants needed to synthesize it. The reactants are: [N:1]1[C:10]2[C:5](=[CH:6][CH:7]=[CH:8][CH:9]=2)[C:4]([C:11]([C:14]2[N:15]=[CH:16][N:17]([C:19]([C:32]3[CH:37]=[CH:36][CH:35]=[CH:34][CH:33]=3)([C:26]3[CH:31]=[CH:30][CH:29]=[CH:28][CH:27]=3)[C:20]3[CH:25]=[CH:24][CH:23]=[CH:22][CH:21]=3)[CH:18]=2)(O)[CH3:12])=[CH:3][CH:2]=1.C(N(CC)CC)C.CS(Cl)(=O)=O.